This data is from Full USPTO retrosynthesis dataset with 1.9M reactions from patents (1976-2016). The task is: Predict the reactants needed to synthesize the given product. Given the product [NH2:20][C:17]1[N:18]=[CH:19][C:14]([C:66]2[CH:67]=[C:68]3[C:74]([C:75]4[CH:83]=[CH:82][C:81]([C:9]([NH2:1])=[O:36])=[CH:77][CH:76]=4)=[CH:73][NH:72][C:69]3=[N:70][CH:71]=2)=[CH:15][CH:16]=1, predict the reactants needed to synthesize it. The reactants are: [NH:1]1[C:9]2C(=CC(B(O)O)=CC=2)C=C1.Br[C:14]1[CH:15]=[C:16]2C(I)=C[N:20](S(C3C=CC(C)=CC=3)(=O)=O)[C:17]2=[N:18][CH:19]=1.CC1(C)C(C)(C)OB(C2C=CC(N)=NC=2)[O:36]1.COC1C=C(B(O)O)C=C(OC)C=1OC.Br[C:66]1[CH:67]=[C:68]2[C:74]([C:75]3[CH:76]=[C:77]4[C:81](=[CH:82][CH:83]=3)NC=C4)=[CH:73][N:72](S(C3C=CC(C)=CC=3)(=O)=O)[C:69]2=[N:70][CH:71]=1.